Regression. Given two drug SMILES strings and cell line genomic features, predict the synergy score measuring deviation from expected non-interaction effect. From a dataset of NCI-60 drug combinations with 297,098 pairs across 59 cell lines. (1) Drug 1: CN(CC1=CN=C2C(=N1)C(=NC(=N2)N)N)C3=CC=C(C=C3)C(=O)NC(CCC(=O)O)C(=O)O. Drug 2: CC(C)NC(=O)C1=CC=C(C=C1)CNNC.Cl. Cell line: HCC-2998. Synergy scores: CSS=26.6, Synergy_ZIP=-9.69, Synergy_Bliss=-4.33, Synergy_Loewe=-69.1, Synergy_HSA=-5.89. (2) Drug 1: CN(C)C1=NC(=NC(=N1)N(C)C)N(C)C. Drug 2: CC1=C2C(C(=O)C3(C(CC4C(C3C(C(C2(C)C)(CC1OC(=O)C(C(C5=CC=CC=C5)NC(=O)C6=CC=CC=C6)O)O)OC(=O)C7=CC=CC=C7)(CO4)OC(=O)C)O)C)OC(=O)C. Cell line: A549. Synergy scores: CSS=20.7, Synergy_ZIP=-3.16, Synergy_Bliss=-6.73, Synergy_Loewe=-55.4, Synergy_HSA=-9.41. (3) Drug 1: C1=NC(=NC(=O)N1C2C(C(C(O2)CO)O)O)N. Drug 2: C1CC(=O)NC(=O)C1N2C(=O)C3=CC=CC=C3C2=O. Cell line: UO-31. Synergy scores: CSS=22.1, Synergy_ZIP=2.10, Synergy_Bliss=3.73, Synergy_Loewe=-2.78, Synergy_HSA=0.876. (4) Drug 1: CCC1=CC2CC(C3=C(CN(C2)C1)C4=CC=CC=C4N3)(C5=C(C=C6C(=C5)C78CCN9C7C(C=CC9)(C(C(C8N6C)(C(=O)OC)O)OC(=O)C)CC)OC)C(=O)OC.C(C(C(=O)O)O)(C(=O)O)O. Drug 2: C1C(C(OC1N2C=NC3=C(N=C(N=C32)Cl)N)CO)O. Cell line: NCI-H460. Synergy scores: CSS=56.0, Synergy_ZIP=1.46, Synergy_Bliss=-0.286, Synergy_Loewe=-1.32, Synergy_HSA=-2.02. (5) Drug 1: CCC1=C2CN3C(=CC4=C(C3=O)COC(=O)C4(CC)O)C2=NC5=C1C=C(C=C5)O. Drug 2: CC1=C(C(=O)C2=C(C1=O)N3CC4C(C3(C2COC(=O)N)OC)N4)N. Cell line: NCIH23. Synergy scores: CSS=53.2, Synergy_ZIP=1.85, Synergy_Bliss=2.00, Synergy_Loewe=0.219, Synergy_HSA=3.25. (6) Drug 1: CN(C)N=NC1=C(NC=N1)C(=O)N. Drug 2: CC1CCCC2(C(O2)CC(NC(=O)CC(C(C(=O)C(C1O)C)(C)C)O)C(=CC3=CSC(=N3)C)C)C. Cell line: HS 578T. Synergy scores: CSS=3.89, Synergy_ZIP=-1.46, Synergy_Bliss=1.19, Synergy_Loewe=-4.30, Synergy_HSA=-1.19. (7) Synergy scores: CSS=0.404, Synergy_ZIP=1.36, Synergy_Bliss=1.31, Synergy_Loewe=-2.52, Synergy_HSA=-3.38. Cell line: SW-620. Drug 1: CC1=C(C(CCC1)(C)C)C=CC(=CC=CC(=CC(=O)O)C)C. Drug 2: CN1C(=O)N2C=NC(=C2N=N1)C(=O)N. (8) Drug 1: CN(C)N=NC1=C(NC=N1)C(=O)N. Drug 2: C1=CC(=CC=C1CC(C(=O)O)N)N(CCCl)CCCl.Cl. Cell line: SNB-75. Synergy scores: CSS=4.38, Synergy_ZIP=1.40, Synergy_Bliss=5.93, Synergy_Loewe=-0.116, Synergy_HSA=2.47. (9) Drug 1: CCC1(CC2CC(C3=C(CCN(C2)C1)C4=CC=CC=C4N3)(C5=C(C=C6C(=C5)C78CCN9C7C(C=CC9)(C(C(C8N6C=O)(C(=O)OC)O)OC(=O)C)CC)OC)C(=O)OC)O.OS(=O)(=O)O. Drug 2: CC1=C(C(=O)C2=C(C1=O)N3CC4C(C3(C2COC(=O)N)OC)N4)N. Cell line: NCI-H460. Synergy scores: CSS=44.9, Synergy_ZIP=1.85, Synergy_Bliss=-1.43, Synergy_Loewe=-14.5, Synergy_HSA=-1.36.